This data is from Forward reaction prediction with 1.9M reactions from USPTO patents (1976-2016). The task is: Predict the product of the given reaction. (1) Given the reactants [F:1][C:2]1[CH:3]=[C:4]2[C:9](=[CH:10][CH:11]=1)[N:8]=[CH:7][CH:6]=[C:5]2[CH:12]1[CH2:17][CH2:16][C:15](=O)[CH2:14][CH2:13]1.[N+:19](CS(C1C=CC(C)=CC=1)(=O)=O)#[C-:20].CC([O-])(C)C.[K+], predict the reaction product. The product is: [F:1][C:2]1[CH:3]=[C:4]2[C:9](=[CH:10][CH:11]=1)[N:8]=[CH:7][CH:6]=[C:5]2[CH:12]1[CH2:17][CH2:16][CH:15]([C:20]#[N:19])[CH2:14][CH2:13]1. (2) Given the reactants [O:1]=[C:2]([N:8]1[CH2:17][CH2:16][C:15]2[C:10](=[C:11]([O:18][Si](C(C)C)(C(C)C)C(C)C)[CH:12]=[CH:13][CH:14]=2)[CH2:9]1)[CH2:3][CH2:4][CH2:5][CH2:6][OH:7].[O:29]=[C:30]=[N:31][C@H:32]([C:36]([O:38][C:39]([CH3:42])([CH3:41])[CH3:40])=[O:37])[CH:33]([CH3:35])[CH3:34].CCCC[N+](CCCC)(CCCC)CCCC.[F-], predict the reaction product. The product is: [OH:18][C:11]1[CH:12]=[CH:13][CH:14]=[C:15]2[C:10]=1[CH2:9][N:8]([C:2](=[O:1])[CH2:3][CH2:4][CH2:5][CH2:6][O:7][C:30]([NH:31][C@H:32]([C:36]([O:38][C:39]([CH3:41])([CH3:40])[CH3:42])=[O:37])[CH:33]([CH3:34])[CH3:35])=[O:29])[CH2:17][CH2:16]2.